Task: Predict the reaction yield, written as a fraction of the theoretical maximum amount of product (1.0 means a 100% yield; for example, 0.34 means a 34% yield).. Dataset: Reaction yield outcomes from USPTO patents with 853,638 reactions (1) The reactants are [H-].[Na+].[CH3:3][N:4]1[CH2:9][CH2:8][N:7]([CH3:10])[CH2:6][C@@H:5]1[CH2:11][OH:12].[C:13]1([N:19]2[CH2:24][CH2:23][N:22]([C:25](OC3C=CC([N+]([O-])=O)=CC=3)=[O:26])[CH2:21][CH2:20]2)[CH:18]=[CH:17][CH:16]=[CH:15][CH:14]=1. The catalyst is CCCCCCC.C1COCC1. The product is [C:13]1([N:19]2[CH2:20][CH2:21][N:22]([C:25]([O:12][CH2:11][C@H:5]3[CH2:6][N:7]([CH3:10])[CH2:8][CH2:9][N:4]3[CH3:3])=[O:26])[CH2:23][CH2:24]2)[CH:14]=[CH:15][CH:16]=[CH:17][CH:18]=1. The yield is 0.610. (2) The reactants are [OH:1][C:2]1[CH:3]=[C:4]([C:8]2[NH:9][CH2:10][CH2:11][N:12]=2)[CH:5]=[CH:6][CH:7]=1.C(=O)([O-])[O-].[K+].[K+].[C:19]([O:23][C:24](O[C:24]([O:23][C:19]([CH3:22])([CH3:21])[CH3:20])=[O:25])=[O:25])([CH3:22])([CH3:21])[CH3:20]. The catalyst is O1CCCC1.O. The product is [OH:1][C:2]1[CH:3]=[C:4]([C:8]2[N:12]([C:24]([O:23][C:19]([CH3:22])([CH3:21])[CH3:20])=[O:25])[CH2:11][CH2:10][N:9]=2)[CH:5]=[CH:6][CH:7]=1. The yield is 0.420. (3) The reactants are [OH:1][C:2]1[CH:7]=[C:6]([CH3:8])[C:5]([C:9](=[O:11])[CH3:10])=[C:4]([CH3:12])[CH:3]=1.C(N(CC)CC)C.[F:20][C:21]([F:34])([F:33])[S:22](O[S:22]([C:21]([F:34])([F:33])[F:20])(=[O:24])=[O:23])(=[O:24])=[O:23].O. The catalyst is C(Cl)Cl. The product is [F:20][C:21]([F:34])([F:33])[S:22]([O:1][C:2]1[CH:3]=[C:4]([CH3:12])[C:5]([C:9](=[O:11])[CH3:10])=[C:6]([CH3:8])[CH:7]=1)(=[O:24])=[O:23]. The yield is 0.850. (4) The reactants are [CH2:1]([O:3][C:4](=[O:32])[C:5]([O:8][C:9]1[CH:14]=[CH:13][C:12]([O:15][CH2:16][CH2:17][C:18]2[N:19]=[C:20]([C:24]3[CH:29]=[CH:28][C:27]([C:30]#[N:31])=[CH:26][CH:25]=3)[O:21][C:22]=2[CH3:23])=[CH:11][CH:10]=1)([CH3:7])[CH3:6])[CH3:2].C(=O)([O-])[O-:34].[K+].[K+].OO. The catalyst is CS(C)=O. The product is [CH2:1]([O:3][C:4](=[O:32])[C:5]([O:8][C:9]1[CH:10]=[CH:11][C:12]([O:15][CH2:16][CH2:17][C:18]2[N:19]=[C:20]([C:24]3[CH:29]=[CH:28][C:27]([C:30](=[O:34])[NH2:31])=[CH:26][CH:25]=3)[O:21][C:22]=2[CH3:23])=[CH:13][CH:14]=1)([CH3:7])[CH3:6])[CH3:2]. The yield is 0.930. (5) The reactants are [Cl:1][C:2]1[CH:10]=[CH:9][CH:8]=[C:7]([CH:11]2[CH2:13][CH2:12]2)[C:3]=1[C:4](O)=[O:5].C(Cl)(=O)C([Cl:17])=O. The catalyst is C(Cl)Cl. The product is [Cl:1][C:2]1[CH:10]=[CH:9][CH:8]=[C:7]([CH:11]2[CH2:13][CH2:12]2)[C:3]=1[C:4]([Cl:17])=[O:5]. The yield is 0.860. (6) The reactants are CCCC[N+](CCCC)(CCCC)CCCC.[F-].[NH2:19][CH2:20][C@H:21]1[C@H:29]2[C@@:25]([CH3:36])([C:26]([C:30]3[CH:35]=[CH:34][CH:33]=[CH:32][CH:31]=3)=[CH:27][CH2:28]2)[CH2:24][CH2:23][C@@H:22]1[C@@:37]1([CH3:63])[CH2:42][CH2:41][C@H:40]([O:43][Si](C(C)(C)C)(C2C=CC=CC=2)C2C=CC=CC=2)[CH2:39][C@@H:38]1[CH2:61][OH:62].[C:72](O[C:72]([O:74][C:75]([CH3:78])([CH3:77])[CH3:76])=[O:73])([O:74][C:75]([CH3:78])([CH3:77])[CH3:76])=[O:73]. The catalyst is C1COCC1.O.C1COCC1. The product is [OH:43][C@H:40]1[CH2:41][CH2:42][C@@:37]([C@@H:22]2[C@@H:21]([CH2:20][NH:19][C:72](=[O:73])[O:74][C:75]([CH3:76])([CH3:77])[CH3:78])[C@H:29]3[C@@:25]([CH3:36])([C:26]([C:30]4[CH:31]=[CH:32][CH:33]=[CH:34][CH:35]=4)=[CH:27][CH2:28]3)[CH2:24][CH2:23]2)([CH3:63])[C@@H:38]([CH2:61][OH:62])[CH2:39]1. The yield is 0.250.